This data is from Forward reaction prediction with 1.9M reactions from USPTO patents (1976-2016). The task is: Predict the product of the given reaction. (1) Given the reactants Br[C:2]1[N:7]=[C:6]([C:8]([N:10]2[CH2:15][CH2:14][CH2:13][CH2:12][CH:11]2[C:16]2[CH:17]=[N:18][CH:19]=[CH:20][CH:21]=2)=[O:9])[CH:5]=[CH:4][CH:3]=1.[NH:22]1[CH2:27][CH2:26][CH2:25][CH2:24][CH2:23]1.CC(C)([O-])C.[Na+].[Cl-].[NH4+], predict the reaction product. The product is: [N:22]1([C:2]2[N:7]=[C:6]([C:8]([N:10]3[CH2:15][CH2:14][CH2:13][CH2:12][CH:11]3[C:16]3[CH:17]=[N:18][CH:19]=[CH:20][CH:21]=3)=[O:9])[CH:5]=[CH:4][CH:3]=2)[CH2:27][CH2:26][CH2:25][CH2:24][CH2:23]1. (2) Given the reactants [N+:1]([C:4]1[CH:10]=[CH:9][CH:8]=[CH:7][C:5]=1[NH2:6])([O-:3])=[O:2].Cl.[N:12]([O-])=O.[Na+].[OH-].[Na+].[OH:18][C:19]1[C:24](CO)=[CH:23][C:22]([O:27][CH3:28])=[CH:21][C:20]=1[CH2:29][OH:30].C1(O)C=CC=CC=1, predict the reaction product. The product is: [OH:30][CH2:29][C:20]1[CH:21]=[C:22]([O:27][CH3:28])[CH:23]=[C:24]([N:12]=[N:6][C:5]2[CH:7]=[CH:8][CH:9]=[CH:10][C:4]=2[N+:1]([O-:3])=[O:2])[C:19]=1[OH:18].